From a dataset of Experimentally validated miRNA-target interactions with 360,000+ pairs, plus equal number of negative samples. Binary Classification. Given a miRNA mature sequence and a target amino acid sequence, predict their likelihood of interaction. (1) The miRNA is hsa-miR-3671 with sequence AUCAAAUAAGGACUAGUCUGCA. The protein sequence of the target gene is MEKILHMAEGIDIGEMPSYDLMLPKPSKGQKRYLSTYDGQNPPKKQAGSKFHVRARFEPVHFVASSSKAERQEDPYGPQTKDVNGRTHFASMPRNFYQDYTQDSFSIQDGNSQYCNSSGFIFTKDQPVATNMYFDSGNPAPSSTSQQANCQPAPEPPPSQMYPESLVAEKQYFIEKLTATIWKNLSNPEMTSGSDKINYTYMLTRCIQACKTNPEYIYAPLKEIPPADIPKNKKLLTDGYACEVRCQNIYLTTGYAGSKNGSRDRATELAVKLLQKRIEVRVVRRKFKHIIGEDLVVCQI.... Result: 0 (no interaction). (2) The miRNA is hsa-miR-5007-5p with sequence UAGAGUCUGGCUGAUAUGGUUU. The protein sequence of the target gene is MDDQSRMLQTLAGVNLAGHSVQGGMALPPPPHGHEGADGDGRKQDIGDILHQIMTITDQSLDEAQAKKHALNCHRMKPALFSVLCEIKEKTGLSIRGAQEEDPPDPQLMRLDNMLLAEGVSGPEKGGGSAAAAAAAAASGGSSDNSIEHSDYRAKLTQIRQIYHTELEKYEQACNEFTTHVMNLLREQSRTRPISPKEIERMVGIIHRKFSSIQMQLKQSTCEAVMILRSRFLDARRKRRNFSKQATEILNEYFYSHLSNPYPSEEAKEELAKKCSITVSQVSNWFGNKRIRYKKNIGKF.... Result: 0 (no interaction). (3) The protein sequence of the target gene is MPARTAPARVPTLAVPAISLPDDVRRRLKDLERDSLTEKECVKEKLNLLHEFLQTEIKNQLCDLETKLRKEELSEEGYLAKVKSLLNKDLSLENGAHAYNREVNGRLENGNQARSEARRVGMADANSPPKPLSKPRTPRRSKSDGEAKPEPSPSPRITRKSTRQTTITSHFAKGPAKRKPQEESERAKSDESIKEEDKDQDEKRRRVTSRERVARPLPAEEPERAKSGTRTEKEEERDEKEEKRLRSQTKEPTPKQKLKEEPDREARAGVQADEDEDGDEKDEKKHRSQPKDLAAKRRPE.... The miRNA is hsa-miR-30c-5p with sequence UGUAAACAUCCUACACUCUCAGC. Result: 1 (interaction). (4) Result: 0 (no interaction). The miRNA is hsa-miR-4293 with sequence CAGCCUGACAGGAACAG. The protein sequence of the target gene is MSDIRHSLLRRDALSAAKEVLYHLDIYFSSQLQSAPLPIVDKGPVELLEEFVFQVPKERSAQPKRLNSLQELQLLEIMCNYFQEQTKDSVRQIIFSSLFSPQGNKADDSRMSLLGKLVSMAVAVCRIPVLECAASWLQRTPVVYCVRLAKALVDDYCCLVPGSIQTLKQIFSASPRFCCQFITSVTALYDLSSDDLIPPMDLLEMIVTWIFEDPRLILITFLNTPIAANLPIGFLELTPLVGLIRWCVKAPLAYKRKKKPPLSNGHVSNKVTKDPGVGMDRDSHLLYSKLHLSVLQVLMT.... (5) The miRNA is hsa-miR-4696 with sequence UGCAAGACGGAUACUGUCAUCU. The protein sequence of the target gene is MWPNGSSLGPCFRPTNITLEERRLIASPWFAASFCVVGLASNLLALSVLAGARQGGSHTRSSFLTFLCGLVLTDFLGLLVTGTIVVSQHAALFEWHAVDPGCRLCRFMGVVMIFFGLSPLLLGAAMASERYLGITRPFSRPAVASQRRAWATVGLVWAAALALGLLPLLGVGRYTVQYPGSWCFLTLGAESGDVAFGLLFSMLGGLSVGLSFLLNTVSVATLCHVYHGQEAAQQRPRDSEVEMMAQLLGIMVVASVCWLPLLVFIAQTVLRNPPAMSPAGQLSRTTEKELLIYLRVATWN.... Result: 1 (interaction). (6) The miRNA is hsa-miR-6894-5p with sequence AGGAGGAUGGAGAGCUGGGCCAGA. The protein sequence of the target gene is MKSLILLAILAALAVVTLCYESHESMESYELNPFINRRNANTFISPQQRWRAKVQERIRERSKPVHELNREACDDYRLCERYAMVYGYNAAYNRYFRKRRGTK. Result: 0 (no interaction). (7) The miRNA is hsa-miR-4423-5p with sequence AGUUGCCUUUUUGUUCCCAUGC. The protein sequence of the target gene is MAELGLNEHHQNEVINYMRFARSKRGLRLKTVDSCFQDLKESRLVEDTFTIDEVSEVLNGLQAVVHSEVESELINTAYTNVLLLRQLFAQAEKWYLKLQTDISELENRELLEQVAEFEKAEITSSNKKPILDVTKPKLAPLNEGGTAELLNKEILRLQEENEKLKSRLKTIEIQATNALDEKSKLEKALQDLQLDQGNQKDFIKAQDLSNLENTVAALKSEFQKTLNDKTENQKSLEENLATAKHDLLRVQEQLHMAEKELEKKFQQTAAYRNMKEILTKKNDQIKDLRKRLAQYEPED. Result: 0 (no interaction). (8) The miRNA is hsa-miR-186-3p with sequence GCCCAAAGGUGAAUUUUUUGGG. The protein sequence of the target gene is MAASQCLCCSKFLFQRQNLACFLTNPHCGSLVNADGHGEVWTDWNNMSKFFQYGWRCTTNENTYSNRTLMGNWNQERYDLRNIVQPKPLPSQFGHYFETTYDTSYNNKMPLSTHRFKREPHWFPGHQPELDPPRYKCTEKSTYMNSYSKP. Result: 1 (interaction). (9) The miRNA is hsa-miR-4711-5p with sequence UGCAUCAGGCCAGAAGACAUGAG. The protein sequence of the target gene is MPKSGFTKPIQSENSDSDSNMVEKPYGRKSKDKIASYSKTPKIERSDVSKEMKEKSSMKRKLPFTISPSRNEERDSDTDSDPGHTSENWGERLISSYRTYSEKEGPEKKKTKKEAGNKKSTPVSILFGYPLSERKQMALLMQMTARDNSPDSTPNHPSQTTPAQKKTPSSSSRQKDKVNKRNERGETPLHMAAIRGDVKQVKELISLGANVNVKDFAGWTPLHEACNVGYYDVAKILIAAGADVNTQGLDDDTPLHDSASSGHRDIVKLLLRHGGNPFQANKHGERPVDVAETEELELLL.... Result: 0 (no interaction).